This data is from Full USPTO retrosynthesis dataset with 1.9M reactions from patents (1976-2016). The task is: Predict the reactants needed to synthesize the given product. Given the product [NH2:42][C:24]1[C:23]([N:20]2[CH2:21][CH2:22][O:17][CH2:18][CH2:19]2)=[CH:32][C:31]2[C:26](=[CH:27][CH:28]=[C:29]([C:2]3[C:7]([CH3:8])=[CH:6][CH:5]=[CH:4][C:3]=3[C:9]([C:11]3[CH:16]=[CH:15][N:14]=[CH:13][N:12]=3)=[O:10])[CH:30]=2)[N:25]=1, predict the reactants needed to synthesize it. The reactants are: Br[C:2]1[C:7]([CH3:8])=[CH:6][CH:5]=[CH:4][C:3]=1[C:9]([C:11]1[CH:16]=[CH:15][N:14]=[CH:13][N:12]=1)=[O:10].[O:17]1[CH2:22][CH2:21][N:20]([C:23]2[C:24]([NH2:42])=[N:25][C:26]3[C:31]([CH:32]=2)=[CH:30][C:29](B2OC(C)(C)C(C)(C)O2)=[CH:28][CH:27]=3)[CH2:19][CH2:18]1.[O-]P([O-])([O-])=O.[K+].[K+].[K+].